Dataset: Catalyst prediction with 721,799 reactions and 888 catalyst types from USPTO. Task: Predict which catalyst facilitates the given reaction. Reactant: C(O)(=O)C(O)=O.[CH2:7]([NH:9][NH2:10])[CH3:8].O=[C:12]([CH2:18][C:19](=O)[CH3:20])[C:13]([O:15][CH2:16][CH3:17])=[O:14].O.C([O-])([O-])=O.[K+].[K+]. Product: [CH2:7]([N:9]1[C:19]([CH3:20])=[CH:18][C:12]([C:13]([O:15][CH2:16][CH3:17])=[O:14])=[N:10]1)[CH3:8]. The catalyst class is: 342.